Dataset: Catalyst prediction with 721,799 reactions and 888 catalyst types from USPTO. Task: Predict which catalyst facilitates the given reaction. (1) Reactant: [N:1]1([C:7]([O:9][C:10]([CH3:13])([CH3:12])[CH3:11])=[O:8])[CH2:6][CH2:5][NH:4][CH2:3][CH2:2]1.Br[C:15]1[S:16][CH:17]=[C:18]([Br:20])[N:19]=1.C(N(CC)CC)C.O. Product: [Br:20][C:18]1[N:19]=[C:15]([N:4]2[CH2:5][CH2:6][N:1]([C:7]([O:9][C:10]([CH3:13])([CH3:12])[CH3:11])=[O:8])[CH2:2][CH2:3]2)[S:16][CH:17]=1. The catalyst class is: 9. (2) Reactant: [CH3:1][C:2]1[C:3]([N+:13]([O-:15])=[O:14])=[C:4]([NH:9][C:10](=[O:12])[CH3:11])[C:5]([CH3:8])=[CH:6][CH:7]=1.[H-].[Na+].I[CH2:19][CH2:20][CH3:21]. Product: [CH3:1][C:2]1[C:3]([N+:13]([O-:15])=[O:14])=[C:4]([N:9]([CH2:19][CH2:20][CH3:21])[C:10](=[O:12])[CH3:11])[C:5]([CH3:8])=[CH:6][CH:7]=1. The catalyst class is: 31. (3) Reactant: [Br:1][C:2]1[CH:7]=[C:6]([F:8])[C:5]([F:9])=[CH:4][C:3]=1[N:10](C)[C:11](=O)OC(C)(C)C.FC(F)(F)C(O)=O. Product: [Br:1][C:2]1[CH:7]=[C:6]([F:8])[C:5]([F:9])=[CH:4][C:3]=1[NH:10][CH3:11]. The catalyst class is: 4.